This data is from NCI-60 drug combinations with 297,098 pairs across 59 cell lines. The task is: Regression. Given two drug SMILES strings and cell line genomic features, predict the synergy score measuring deviation from expected non-interaction effect. (1) Drug 1: C1=NC2=C(N=C(N=C2N1C3C(C(C(O3)CO)O)F)Cl)N. Drug 2: CC1=C2C(C(=O)C3(C(CC4C(C3C(C(C2(C)C)(CC1OC(=O)C(C(C5=CC=CC=C5)NC(=O)OC(C)(C)C)O)O)OC(=O)C6=CC=CC=C6)(CO4)OC(=O)C)O)C)O. Cell line: SN12C. Synergy scores: CSS=28.9, Synergy_ZIP=-6.32, Synergy_Bliss=2.91, Synergy_Loewe=1.20, Synergy_HSA=0.666. (2) Drug 1: CC12CCC(CC1=CCC3C2CCC4(C3CC=C4C5=CN=CC=C5)C)O. Drug 2: C1CC(C1)(C(=O)O)C(=O)O.[NH2-].[NH2-].[Pt+2]. Cell line: A498. Synergy scores: CSS=12.4, Synergy_ZIP=-0.933, Synergy_Bliss=5.31, Synergy_Loewe=1.55, Synergy_HSA=3.33. (3) Drug 1: CCC1=CC2CC(C3=C(CN(C2)C1)C4=CC=CC=C4N3)(C5=C(C=C6C(=C5)C78CCN9C7C(C=CC9)(C(C(C8N6C)(C(=O)OC)O)OC(=O)C)CC)OC)C(=O)OC.C(C(C(=O)O)O)(C(=O)O)O. Drug 2: CCCS(=O)(=O)NC1=C(C(=C(C=C1)F)C(=O)C2=CNC3=C2C=C(C=N3)C4=CC=C(C=C4)Cl)F. Cell line: COLO 205. Synergy scores: CSS=56.7, Synergy_ZIP=1.74, Synergy_Bliss=1.87, Synergy_Loewe=-5.51, Synergy_HSA=2.85.